From a dataset of TCR-epitope binding with 47,182 pairs between 192 epitopes and 23,139 TCRs. Binary Classification. Given a T-cell receptor sequence (or CDR3 region) and an epitope sequence, predict whether binding occurs between them. The epitope is KAYNVTQAF. The TCR CDR3 sequence is CASERWGNADTQYF. Result: 0 (the TCR does not bind to the epitope).